Dataset: Reaction yield outcomes from USPTO patents with 853,638 reactions. Task: Predict the reaction yield, written as a fraction of the theoretical maximum amount of product (1.0 means a 100% yield; for example, 0.34 means a 34% yield). (1) The reactants are [CH2:1]([O:4][C:5]1[CH:10]=[CH:9][C:8](/[CH:11]=[C:12](\[CH3:19])/[C:13]([O:15]CC=C)=[O:14])=[CH:7][CH:6]=1)[CH:2]=[CH2:3].[OH-].[K+]. The catalyst is CO. The product is [CH2:1]([O:4][C:5]1[CH:10]=[CH:9][C:8](/[CH:11]=[C:12](\[CH3:19])/[C:13]([OH:15])=[O:14])=[CH:7][CH:6]=1)[CH:2]=[CH2:3]. The yield is 0.870. (2) The catalyst is CC(C)=O.O.CCOC(C)=O. The product is [Br:21][C:14]1[CH:13]=[CH:12][C:11]([O:16][CH3:17])=[C:10]([CH:15]=1)[CH2:9][CH:7]1[CH2:6][N:5]([C:3](=[O:4])[C:2]([F:1])([F:18])[F:19])[CH2:8]1. The yield is 0.530. The reactants are [F:1][C:2]([F:19])([F:18])[C:3]([N:5]1[CH2:8][CH:7]([CH2:9][C:10]2[CH:15]=[CH:14][CH:13]=[CH:12][C:11]=2[O:16][CH3:17])[CH2:6]1)=[O:4].[Na+].[Br-:21].OOS([O-])=O.[K+].S(S([O-])=O)([O-])(=O)=O.[Na+].[Na+]. (3) The reactants are [Br:1][C:2]1[CH:3]=[C:4]([S:8](Cl)(=[O:10])=[O:9])[CH:5]=[CH:6][CH:7]=1.[CH3:12][NH:13][CH3:14].C1COCC1. The catalyst is N1C=CC=CC=1. The product is [Br:1][C:2]1[CH:3]=[C:4]([S:8]([N:13]([CH3:14])[CH3:12])(=[O:10])=[O:9])[CH:5]=[CH:6][CH:7]=1. The yield is 0.960. (4) The reactants are [C:1]1([S:7]([N:10]2[C:14]3=[N:15][CH:16]=[C:17]([N+:30]([O-])=O)[C:18]([NH:19][C@H:20]4[CH2:25][CH2:24][C@H:23]([O:26][CH2:27][C:28]#[N:29])[CH2:22][CH2:21]4)=[C:13]3[CH:12]=[CH:11]2)(=[O:9])=[O:8])[CH:6]=[CH:5][CH:4]=[CH:3][CH:2]=1.[Cl-].[NH4+]. The catalyst is C(O)C.O.[Fe]. The product is [NH2:30][C:17]1[C:18]([NH:19][C@H:20]2[CH2:21][CH2:22][C@H:23]([O:26][CH2:27][C:28]#[N:29])[CH2:24][CH2:25]2)=[C:13]2[CH:12]=[CH:11][N:10]([S:7]([C:1]3[CH:2]=[CH:3][CH:4]=[CH:5][CH:6]=3)(=[O:9])=[O:8])[C:14]2=[N:15][CH:16]=1. The yield is 0.910. (5) The reactants are [CH2:1]([CH:4]1[CH2:8][CH2:7][CH2:6][C:5]1=[O:9])[CH:2]=[CH2:3].C[Si]([N-][Si](C)(C)C)(C)C.[Li+].O1CCCC1.[C:25]1([Se:31]Cl)[CH:30]=[CH:29][CH:28]=[CH:27][CH:26]=1. The catalyst is O1CCCC1. The product is [CH2:1]([CH:4]1[CH2:8][CH2:7][CH:6]([Se:31][C:25]2[CH:30]=[CH:29][CH:28]=[CH:27][CH:26]=2)[C:5]1=[O:9])[CH:2]=[CH2:3]. The yield is 0.710.